Predict the product of the given reaction. From a dataset of Forward reaction prediction with 1.9M reactions from USPTO patents (1976-2016). (1) The product is: [CH3:28][C:23]1([CH3:29])[C:24]([CH3:27])([CH3:26])[O:25][B:21]([C:2]2[CH:3]=[C:4]([B:8]3[NH:19][C:18]4[C:20]5[C:14]([CH:15]=[CH:16][CH:17]=4)=[CH:13][CH:12]=[CH:11][C:10]=5[NH:9]3)[CH:5]=[CH:6][CH:7]=2)[O:22]1. Given the reactants Br[C:2]1[CH:3]=[C:4]([B:8]2[NH:19][C:18]3[C:20]4[C:14]([CH:15]=[CH:16][CH:17]=3)=[CH:13][CH:12]=[CH:11][C:10]=4[NH:9]2)[CH:5]=[CH:6][CH:7]=1.[B:21]1([B:21]2[O:25][C:24]([CH3:27])([CH3:26])[C:23]([CH3:29])([CH3:28])[O:22]2)[O:25][C:24]([CH3:27])([CH3:26])[C:23]([CH3:29])([CH3:28])[O:22]1.C1(P(C2CCCCC2)C2CCCCC2)CCCCC1.C([O-])(=O)C.[K+], predict the reaction product. (2) Given the reactants [CH3:1][O:2][C:3]([C:5]1[NH:6][C:7]2[C:12]([CH:13]=1)=[CH:11][CH:10]=[C:9]([N+:14]([O-])=O)[CH:8]=2)=[O:4], predict the reaction product. The product is: [CH3:1][O:2][C:3]([C:5]1[NH:6][C:7]2[C:12]([CH:13]=1)=[CH:11][CH:10]=[C:9]([NH2:14])[CH:8]=2)=[O:4]. (3) Given the reactants [I:1][C:2]1[CH:7]=[CH:6][N:5]=[C:4]([O:8][CH3:9])[C:3]=1[C:10]1[NH:11][C:12]2[C:17]([CH:18]=1)=[CH:16][CH:15]=[C:14]([NH2:19])[CH:13]=2.[F:20][CH:21]([F:25])[C:22](O)=[O:23].CN(C(ON1N=NC2C=CC=NC1=2)=[N+](C)C)C.F[P-](F)(F)(F)(F)F.O, predict the reaction product. The product is: [F:20][CH:21]([F:25])[C:22]([NH:19][C:14]1[CH:13]=[C:12]2[C:17]([CH:18]=[C:10]([C:3]3[C:4]([O:8][CH3:9])=[N:5][CH:6]=[CH:7][C:2]=3[I:1])[NH:11]2)=[CH:16][CH:15]=1)=[O:23]. (4) Given the reactants [Br:1][C:2]1[CH:7]=[CH:6][C:5]([C:8](=[N:22][O:23][CH2:24][CH3:25])[CH:9]2[CH2:14][CH2:13][N:12]([C:15]3([CH3:21])[CH2:20][CH2:19][NH:18][CH2:17][CH2:16]3)[CH2:11][CH2:10]2)=[CH:4][CH:3]=1.[C:26]1([C:32]2[CH:41]=[C:40]([C:42](O)=[O:43])[C:39]3[C:34](=[CH:35][CH:36]=[CH:37][CH:38]=3)[N:33]=2)[CH:31]=[CH:30][CH:29]=[CH:28][CH:27]=1.CCN(CC)CC.CN(C(ON1N=NC2C=CC=NC1=2)=[N+](C)C)C.F[P-](F)(F)(F)(F)F, predict the reaction product. The product is: [Br:1][C:2]1[CH:7]=[CH:6][C:5]([C:8](=[N:22][O:23][CH2:24][CH3:25])[CH:9]2[CH2:10][CH2:11][N:12]([C:15]3([CH3:21])[CH2:20][CH2:19][N:18]([C:42]([C:40]4[C:39]5[C:34](=[CH:35][CH:36]=[CH:37][CH:38]=5)[N:33]=[C:32]([C:26]5[CH:31]=[CH:30][CH:29]=[CH:28][CH:27]=5)[CH:41]=4)=[O:43])[CH2:17][CH2:16]3)[CH2:13][CH2:14]2)=[CH:4][CH:3]=1. (5) Given the reactants [C:1]1([C:3](=[CH:5][CH:6]=[CH:7][CH:8]=1)[OH:4])[OH:2].[CH3:9][C:10]([CH3:12])=O, predict the reaction product. The product is: [CH3:9][C:10]1([CH3:12])[O:4][C:3]2[CH:5]=[CH:6][CH:7]=[CH:8][C:1]=2[O:2]1. (6) Given the reactants [CH3:1][C:2]([C@H:4]1[C@@H:8]2[C@@H:9]3[C@@:22]([CH3:25])([CH2:23][CH2:24][C@@:7]2([C:31]([OH:33])=[O:32])[CH2:6][CH2:5]1)[C@@:21]1([CH3:26])[C@@H:12]([C@:13]2([CH3:30])[C@@H:18]([CH2:19][CH2:20]1)[C:17]([CH3:28])([CH3:27])[C@@H:16]([OH:29])[CH2:15][CH2:14]2)[CH2:11][CH2:10]3)=[CH2:3].C(=O)([O-])[O-].[K+].[K+].[CH2:40](Br)[C:41]1[CH:46]=[CH:45][CH:44]=[CH:43][CH:42]=1.C1(C)C=CC=CC=1.C(OCC)C, predict the reaction product. The product is: [CH3:3][C:2]([C@H:4]1[C@@H:8]2[C@@H:9]3[C@@:22]([CH3:25])([CH2:23][CH2:24][C@@:7]2([C:31]([O:33][CH2:40][C:41]2[CH:46]=[CH:45][CH:44]=[CH:43][CH:42]=2)=[O:32])[CH2:6][CH2:5]1)[C@@:21]1([CH3:26])[C@@H:12]([C@:13]2([CH3:30])[C@@H:18]([CH2:19][CH2:20]1)[C:17]([CH3:27])([CH3:28])[C@@H:16]([OH:29])[CH2:15][CH2:14]2)[CH2:11][CH2:10]3)=[CH2:1]. (7) The product is: [Cl:1][C:2]1[CH:24]=[C:23]([C:25]([F:28])([F:26])[F:27])[CH:22]=[CH:21][C:3]=1[CH2:4][N:5]1[C:9]([CH2:10][CH2:11][C:12]([OH:14])=[O:13])=[CH:8][C:7]([O:17][CH:18]([CH3:20])[CH3:19])=[N:6]1. Given the reactants [Cl:1][C:2]1[CH:24]=[C:23]([C:25]([F:28])([F:27])[F:26])[CH:22]=[CH:21][C:3]=1[CH2:4][N:5]1[C:9]([CH2:10][CH2:11][C:12]([O:14]CC)=[O:13])=[CH:8][C:7]([O:17][CH:18]([CH3:20])[CH3:19])=[N:6]1.[OH-].[Na+].Cl, predict the reaction product. (8) Given the reactants C([O:9][CH2:10][C@:11]12[CH2:49][CH2:48][C@@H:47]([C:50]([CH3:52])=[CH2:51])[C@@H:12]1[C@@H:13]1[C@@:26]([CH3:29])([CH2:27][CH2:28]2)[C@@:25]2([CH3:30])[C@@H:16]([C@:17]3([CH3:46])[C@@H:22]([CH2:23][CH2:24]2)[C:21]([CH3:32])([CH3:31])[C:20]([C:33]2[CH:45]=[CH:44][C:36]([C:37]([O:39]C(C)(C)C)=[O:38])=[CH:35][CH:34]=2)=[CH:19][CH2:18]3)[CH2:15][CH2:14]1)(=O)C1C=CC=CC=1.[OH-].[Li+], predict the reaction product. The product is: [OH:9][CH2:10][C@:11]12[CH2:49][CH2:48][C@@H:47]([C:50]([CH3:52])=[CH2:51])[C@@H:12]1[C@@H:13]1[C@@:26]([CH3:29])([CH2:27][CH2:28]2)[C@@:25]2([CH3:30])[C@@H:16]([C@:17]3([CH3:46])[C@@H:22]([CH2:23][CH2:24]2)[C:21]([CH3:32])([CH3:31])[C:20]([C:33]2[CH:45]=[CH:44][C:36]([C:37]([OH:39])=[O:38])=[CH:35][CH:34]=2)=[CH:19][CH2:18]3)[CH2:15][CH2:14]1. (9) Given the reactants C(O)(=O)C.[F-].C([N+](CCCC)(CCCC)CCCC)CCC.C1COCC1.[Si]([O:35][CH2:36][C:37]([C:39]1[N:40]=[CH:41][N:42]2[CH:46]=[C:45]([C:47]3[CH2:48][C@@H:49]4[C@@H:66]([C@H:67]([OH:69])[CH3:68])[C:65](=[O:70])[N:50]4[C:51]=3[C:52]([O:54][CH2:55][C:56]3[CH:61]=[CH:60][C:59]([N+:62]([O-:64])=[O:63])=[CH:58][CH:57]=3)=[O:53])[S:44][C:43]=12)=[O:38])(C(C)(C)C)(C)C.C(=O)([O-])O.[Na+], predict the reaction product. The product is: [OH:35][CH2:36][C:37]([C:39]1[N:40]=[CH:41][N:42]2[CH:46]=[C:45]([C:47]3[CH2:48][C@@H:49]4[C@@H:66]([C@H:67]([OH:69])[CH3:68])[C:65](=[O:70])[N:50]4[C:51]=3[C:52]([O:54][CH2:55][C:56]3[CH:61]=[CH:60][C:59]([N+:62]([O-:64])=[O:63])=[CH:58][CH:57]=3)=[O:53])[S:44][C:43]=12)=[O:38].